Dataset: Forward reaction prediction with 1.9M reactions from USPTO patents (1976-2016). Task: Predict the product of the given reaction. (1) The product is: [N:1]1[CH:6]=[CH:5][CH:4]=[CH:3][C:2]=1[O:7][CH:8]([C:10]1[CH:19]=[CH:18][C:13]([C:14]([OH:16])=[O:15])=[CH:12][CH:11]=1)[CH3:9]. Given the reactants [N:1]1[CH:6]=[CH:5][CH:4]=[CH:3][C:2]=1[O:7][CH:8]([C:10]1[CH:19]=[CH:18][C:13]([C:14]([O:16]C)=[O:15])=[CH:12][CH:11]=1)[CH3:9].O.[OH-].[Li+].O.CO, predict the reaction product. (2) Given the reactants [NH2:1][C:2]1[CH:7]=[CH:6][C:5]([N:8]2[CH2:13][CH2:12][N:11](C(OC(C)(C)C)=O)[CH2:10][CH2:9]2)=[CH:4][C:3]=1[NH:21][S:22]([C:25]1[CH:30]=[CH:29][CH:28]=[CH:27][CH:26]=1)(=[O:24])=[O:23].[CH2:31]([O:35][C:36]1[CH:41]=[CH:40][C:39]([S:42](Cl)(=[O:44])=[O:43])=[CH:38][CH:37]=1)[CH2:32][CH2:33][CH3:34], predict the reaction product. The product is: [CH2:31]([O:35][C:36]1[CH:41]=[CH:40][C:39]([S:42]([NH:1][C:2]2[CH:7]=[CH:6][C:5]([N:8]3[CH2:9][CH2:10][NH:11][CH2:12][CH2:13]3)=[CH:4][C:3]=2[NH:21][S:22]([C:25]2[CH:30]=[CH:29][CH:28]=[CH:27][CH:26]=2)(=[O:24])=[O:23])(=[O:44])=[O:43])=[CH:38][CH:37]=1)[CH2:32][CH2:33][CH3:34]. (3) Given the reactants [CH:1]1([C:4]([NH:6][C:7]2[S:8][C:9]3[CH:15]=[C:14]([O:16][S:17]([C:20]4[CH:25]=[CH:24][C:23](F)=[CH:22][CH:21]=4)(=[O:19])=[O:18])[CH:13]=[CH:12][C:10]=3[N:11]=2)=[O:5])[CH2:3][CH2:2]1.[CH3:27][NH2:28], predict the reaction product. The product is: [CH:1]1([C:4]([NH:6][C:7]2[S:8][C:9]3[CH:15]=[C:14]([O:16][S:17]([C:20]4[CH:25]=[CH:24][C:23]([NH:28][CH3:27])=[CH:22][CH:21]=4)(=[O:19])=[O:18])[CH:13]=[CH:12][C:10]=3[N:11]=2)=[O:5])[CH2:3][CH2:2]1. (4) Given the reactants [NH2:1][C:2]1[CH:10]=[CH:9][C:8]([Br:11])=[CH:7][C:3]=1[C:4](O)=[O:5].C(O)C.O, predict the reaction product. The product is: [NH2:1][C:2]1[CH:10]=[CH:9][C:8]([Br:11])=[CH:7][C:3]=1[CH2:4][OH:5]. (5) Given the reactants [C:1]([C:5]1[CH:12]=[CH:11][C:8]([C:9]#[N:10])=[CH:7][N:6]=1)([CH3:4])([CH3:3])[CH3:2].[CH3:13]C1C(C#N)=CN=CC=1.C(O)(=O)C(C)(C)C.OS(O)(=O)=O, predict the reaction product. The product is: [C:1]([C:5]1[CH:12]=[C:11]([CH3:13])[C:8]([C:9]#[N:10])=[CH:7][N:6]=1)([CH3:4])([CH3:2])[CH3:3].